From a dataset of Forward reaction prediction with 1.9M reactions from USPTO patents (1976-2016). Predict the product of the given reaction. (1) Given the reactants [F:1][C:2]([S:5][C:6]1[CH:11]=[CH:10][CH:9]=[CH:8][C:7]=1I)([F:4])[F:3].[C:13]1([C:19]#[CH:20])[CH:18]=[CH:17][CH:16]=[CH:15][CH:14]=1, predict the reaction product. The product is: [F:1][C:2]([S:5][C:6]1[CH:11]=[CH:10][CH:9]=[CH:8][C:7]=1[C:20]#[C:19][C:13]1[CH:18]=[CH:17][CH:16]=[CH:15][CH:14]=1)([F:4])[F:3]. (2) Given the reactants [S:1]1[CH:5]=[CH:4][N:3]=[C:2]1[CH2:6][O:7][C:8]1[CH:14]=[CH:13][C:11]([NH2:12])=[CH:10][CH:9]=1.[F:15][C:16]([F:33])([F:32])[C:17]1[CH:22]=[CH:21][C:20]([C:23]2[C:24]([C:29](O)=[O:30])=[CH:25][CH:26]=[CH:27][CH:28]=2)=[CH:19][CH:18]=1.C1C=CC2N(O)N=NC=2C=1.CCN=C=NCCCN(C)C.Cl, predict the reaction product. The product is: [S:1]1[CH:5]=[CH:4][N:3]=[C:2]1[CH2:6][O:7][C:8]1[CH:9]=[CH:10][C:11]([NH:12][C:29]([C:24]2[C:23]([C:20]3[CH:21]=[CH:22][C:17]([C:16]([F:15])([F:32])[F:33])=[CH:18][CH:19]=3)=[CH:28][CH:27]=[CH:26][CH:25]=2)=[O:30])=[CH:13][CH:14]=1. (3) Given the reactants C(OC(=O)[NH:7][C@H:8]([CH3:17])[C:9]([N:11]1[CH2:14][C:13]([F:16])([F:15])[CH2:12]1)=[O:10])(C)(C)C.FC(F)(F)CO, predict the reaction product. The product is: [NH2:7][C@H:8]([CH3:17])[C:9]([N:11]1[CH2:14][C:13]([F:16])([F:15])[CH2:12]1)=[O:10].